This data is from hERG Central: cardiac toxicity at 1µM, 10µM, and general inhibition. The task is: Predict hERG channel inhibition at various concentrations. The compound is N#Cc1ccc(C(=O)N2CCN(S(=O)(=O)c3ccc(Br)s3)CC2)cc1. Results: hERG_inhib (hERG inhibition (general)): blocker.